From a dataset of Reaction yield outcomes from USPTO patents with 853,638 reactions. Predict the reaction yield, written as a fraction of the theoretical maximum amount of product (1.0 means a 100% yield; for example, 0.34 means a 34% yield). (1) The reactants are [N+:1]([C:4]1[CH:5]=[C:6]([NH:10][C:11]2[CH:16]=[CH:15][N:14]=[CH:13][CH:12]=2)[CH:7]=[CH:8][CH:9]=1)([O-])=O. The catalyst is CO.[Pd]. The product is [N:14]1[CH:13]=[CH:12][C:11]([NH:10][C:6]2[CH:7]=[CH:8][CH:9]=[C:4]([NH2:1])[CH:5]=2)=[CH:16][CH:15]=1. The yield is 0.830. (2) The reactants are [F:1][C:2]1[CH:22]=[C:21]([N+:23]([O-])=O)[CH:20]=[CH:19][C:3]=1[O:4][C:5]1[CH:10]=[CH:9][N:8]=[C:7]([NH:11][C:12]([N:14]2[CH2:18][CH2:17][CH2:16][CH2:15]2)=[O:13])[CH:6]=1.[Cl-].[NH4+]. The catalyst is C(O)C.O.[Fe]. The product is [NH2:23][C:21]1[CH:20]=[CH:19][C:3]([O:4][C:5]2[CH:10]=[CH:9][N:8]=[C:7]([NH:11][C:12]([N:14]3[CH2:15][CH2:16][CH2:17][CH2:18]3)=[O:13])[CH:6]=2)=[C:2]([F:1])[CH:22]=1. The yield is 0.760.